Dataset: Full USPTO retrosynthesis dataset with 1.9M reactions from patents (1976-2016). Task: Predict the reactants needed to synthesize the given product. The reactants are: O=C1C2C(=CC=CC=2)C(=O)[N:3]1[CH2:12][CH2:13][CH2:14][C:15]1[S:19][C:18]([CH2:20][CH2:21][C:22]2[N:23]=[C:24]([NH:27][C:28](=[O:30])[CH3:29])[S:25][CH:26]=2)=[CH:17][CH:16]=1.O.NN.C(#N)C. Given the product [NH2:3][CH2:12][CH2:13][CH2:14][C:15]1[S:19][C:18]([CH2:20][CH2:21][C:22]2[N:23]=[C:24]([NH:27][C:28](=[O:30])[CH3:29])[S:25][CH:26]=2)=[CH:17][CH:16]=1, predict the reactants needed to synthesize it.